Dataset: KCNQ2 potassium channel screen with 302,405 compounds. Task: Binary Classification. Given a drug SMILES string, predict its activity (active/inactive) in a high-throughput screening assay against a specified biological target. (1) The molecule is s1c(C(=O)NCC(c2ccc([N+]([O-])=O)cc2)C)ccc1. The result is 0 (inactive). (2) The molecule is Oc1c(N\C=C2\C(=O)C(=CC=C2)C)cc(CC)cc1. The result is 1 (active). (3) The molecule is S(=O)(=O)(Nc1cc(C(=O)NCC2(N3CCCCC3)CCCCC2)ccc1)c1ccccc1. The result is 0 (inactive). (4) The drug is S(=O)(=O)(N\C(=N\C1CCCCC1)c1ccccc1)c1ccc(cc1)C. The result is 0 (inactive). (5) The compound is O(c1c(NC(=O)CCCC)cccc1)c1ccccc1. The result is 1 (active).